This data is from Peptide-MHC class I binding affinity with 185,985 pairs from IEDB/IMGT. The task is: Regression. Given a peptide amino acid sequence and an MHC pseudo amino acid sequence, predict their binding affinity value. This is MHC class I binding data. (1) The peptide sequence is LMDCIIFES. The MHC is HLA-A02:06 with pseudo-sequence HLA-A02:06. The binding affinity (normalized) is 0.473. (2) The peptide sequence is AQRWANQIR. The MHC is HLA-A02:01 with pseudo-sequence HLA-A02:01. The binding affinity (normalized) is 0.642.